Dataset: Blood-brain barrier penetration binary classification data from Martins et al.. Task: Regression/Classification. Given a drug SMILES string, predict its absorption, distribution, metabolism, or excretion properties. Task type varies by dataset: regression for continuous measurements (e.g., permeability, clearance, half-life) or binary classification for categorical outcomes (e.g., BBB penetration, CYP inhibition). Dataset: bbb_martins. (1) The compound is C[C@@H]1C[C@H]2[C@@H]3CCC4=CC(=O)C=C[C@]4(C)[C@@]3(F)[C@@H](O)C[C@]2(C)[C@@]1(C)C(=O)CO. The result is 1 (penetrates BBB). (2) The result is 1 (penetrates BBB). The drug is O=C1CC(c2cccc(Br)c2)C(=O)N1. (3) The compound is O=C1CCC2(CCC(=O)c3ccccc32)C(=O)N1. The result is 1 (penetrates BBB). (4) The compound is C[C@H]1c2cccc(O)c2C(O)=C2C(=O)[C@]3(O)C(=O)/C(=C(/N)O)C(=O)[C@@H](N(C)C)[C@@H]3[C@@H](O)[C@@H]21.O. The result is 0 (does not penetrate BBB). (5) The compound is CCc1c(OC)nc2nc(C(=O)c3ccccc3)cn2c1C. The result is 1 (penetrates BBB). (6) The compound is CNCCC(Oc1ccccc1OC)c1ccccc1. The result is 1 (penetrates BBB). (7) The result is 1 (penetrates BBB). The molecule is Cn1c(=O)c2c(ncn2C)n(C)c1=O.